Dataset: Forward reaction prediction with 1.9M reactions from USPTO patents (1976-2016). Task: Predict the product of the given reaction. (1) Given the reactants C1C=C(S([O-])(=O)=O)C=C(P(C2C=CC=C(S([O-])(=O)=O)C=2)C2C=CC=C(S([O-])(=O)=O)C=2)C=1.[Na+].[Na+].[Na+].[I:35][C:36]1[C:37](=[O:46])[N:38]([CH3:45])[CH:39]=[C:40](I)[C:41]=1[O:42][CH3:43].CC1(C)C(C)(C)OB([C:55]2[CH:60]=[CH:59][N:58]=[C:57]([NH:61][C:62](=[O:64])[CH3:63])[CH:56]=2)O1.CCN(C(C)C)C(C)C, predict the reaction product. The product is: [I:35][C:36]1[C:37](=[O:46])[N:38]([CH3:45])[CH:39]=[C:40]([C:55]2[CH:60]=[CH:59][N:58]=[C:57]([NH:61][C:62](=[O:64])[CH3:63])[CH:56]=2)[C:41]=1[O:42][CH3:43]. (2) Given the reactants [N:1]1[CH:6]=[CH:5][CH:4]=[CH:3][C:2]=1[O:7][C:8]1[CH:16]=[CH:15][C:11]([C:12]([OH:14])=O)=[CH:10][CH:9]=1.[Mg+].[C:18]([O:24][CH2:25][C:26]1[CH:31]=[CH:30][CH:29]=[CH:28][CH:27]=1)(=[O:23])[CH2:19]C([O-])=O, predict the reaction product. The product is: [O:14]=[C:12]([C:11]1[CH:10]=[CH:9][C:8]([O:7][C:2]2[CH:3]=[CH:4][CH:5]=[CH:6][N:1]=2)=[CH:16][CH:15]=1)[CH2:19][C:18]([O:24][CH2:25][C:26]1[CH:31]=[CH:30][CH:29]=[CH:28][CH:27]=1)=[O:23]. (3) Given the reactants [CH:1]([S:4][C:5]1[CH:13]=[CH:12][C:11]([S:14]([CH3:17])(=[O:16])=[O:15])=[CH:10][C:6]=1[C:7]([OH:9])=O)([CH3:3])[CH3:2].[N:18]1([C:24]2[N:29]=[CH:28][C:27]([C:30]([F:33])([F:32])[F:31])=[CH:26][N:25]=2)[CH2:23][CH2:22][NH:21][CH2:20][CH2:19]1, predict the reaction product. The product is: [CH:1]([S:4][C:5]1[CH:13]=[CH:12][C:11]([S:14]([CH3:17])(=[O:16])=[O:15])=[CH:10][C:6]=1[C:7]([N:21]1[CH2:22][CH2:23][N:18]([C:24]2[N:25]=[CH:26][C:27]([C:30]([F:33])([F:31])[F:32])=[CH:28][N:29]=2)[CH2:19][CH2:20]1)=[O:9])([CH3:2])[CH3:3]. (4) The product is: [Br:12][C:8]1[CH:7]=[CH:6][C:4]([NH2:5])=[C:3]([N+:9]([O-:11])=[O:10])[C:2]=1[Cl:1]. Given the reactants [Cl:1][C:2]1[C:3]([N+:9]([O-:11])=[O:10])=[C:4]([CH:6]=[CH:7][CH:8]=1)[NH2:5].[Br:12]N1C(=O)CCC1=O.O, predict the reaction product. (5) Given the reactants [O:1]1[CH2:5][CH2:4][CH:3]([C:6]2[C:10]3[CH2:11][NH:12][CH2:13][CH2:14][C:9]=3[NH:8][N:7]=2)[CH2:2]1.[Cl:15][C:16]1[CH:21]=[CH:20][CH:19]=[C:18]([N:22]=[C:23]=[O:24])[CH:17]=1, predict the reaction product. The product is: [Cl:15][C:16]1[CH:17]=[C:18]([NH:22][C:23]([N:12]2[CH2:13][CH2:14][C:9]3[NH:8][N:7]=[C:6]([CH:3]4[CH2:4][CH2:5][O:1][CH2:2]4)[C:10]=3[CH2:11]2)=[O:24])[CH:19]=[CH:20][CH:21]=1. (6) Given the reactants [Cl:1][C:2]1[S:6][C:5]([C:7](=[O:19])[CH2:8][C:9]2[CH:14]=[CH:13][N:12]=[C:11]([NH:15][CH:16]([CH3:18])[CH3:17])[N:10]=2)=[CH:4][CH:3]=1.CO[CH:22](OC)[N:23]([CH3:25])[CH3:24], predict the reaction product. The product is: [CH3:22][N:23]([CH3:25])[CH:24]=[C:8]([C:9]1[CH:14]=[CH:13][N:12]=[C:11]([NH:15][CH:16]([CH3:17])[CH3:18])[N:10]=1)[C:7]([C:5]1[S:6][C:2]([Cl:1])=[CH:3][CH:4]=1)=[O:19].